From a dataset of Forward reaction prediction with 1.9M reactions from USPTO patents (1976-2016). Predict the product of the given reaction. (1) Given the reactants C(Cl)CCl.[NH:5]([C:10]([O:12][C:13]([CH3:16])([CH3:15])[CH3:14])=[O:11])[CH2:6][C:7]([OH:9])=O.[CH2:17]([NH:21][CH2:22][C:23]([O:25][CH3:26])=[O:24])[CH:18]([CH3:20])[CH3:19].C1C=CC2N(O)N=NC=2C=1.CCN(C(C)C)C(C)C, predict the reaction product. The product is: [C:13]([O:12][C:10]([NH:5][CH2:6][C:7]([N:21]([CH2:22][C:23]([O:25][CH3:26])=[O:24])[CH2:17][CH:18]([CH3:20])[CH3:19])=[O:9])=[O:11])([CH3:16])([CH3:15])[CH3:14]. (2) Given the reactants [C:1]([C:4]1[C:5](Br)=[N:6][CH:7]=[CH:8][CH:9]=1)(=[O:3])[CH3:2].[C:11]([C:13]1[CH:14]=[C:15]([O:23][CH3:24])[C:16]([O:21][CH3:22])=[C:17]([O:19][CH3:20])[CH:18]=1)#[CH:12].C(N(CC)CC)C.[Cl-], predict the reaction product. The product is: [CH3:24][O:23][C:15]1[CH:14]=[C:13]([C:11]#[C:12][C:5]2[C:4]([C:1](=[O:3])[CH3:2])=[CH:9][CH:8]=[CH:7][N:6]=2)[CH:18]=[C:17]([O:19][CH3:20])[C:16]=1[O:21][CH3:22]. (3) Given the reactants [Cl:1][C:2]1[CH:3]=[C:4]2[C:13](=[CH:14][CH:15]=1)[C:12]([NH:16][CH2:17][CH2:18][CH2:19][CH2:20][CH2:21][CH2:22][CH2:23][CH2:24][NH2:25])=[C:11]1[C:6]([CH2:7][CH2:8][CH2:9][CH2:10]1)=[N:5]2.C(O)CCCC.Cl[C:33]1[C:34]2[C:39]([N:40]=[C:41]3[C:46]=1[CH:45]=[CH:44][CH:43]=[CH:42]3)=[CH:38][CH:37]=[CH:36][CH:35]=2, predict the reaction product. The product is: [CH:35]1[C:34]2[C:39](=[N:40][C:41]3[C:46]([C:33]=2[NH:25][CH2:24][CH2:23][CH2:22][CH2:21][CH2:20][CH2:19][CH2:18][CH2:17][NH:16][C:12]2[C:13]4[C:4]([N:5]=[C:6]5[C:11]=2[CH2:10][CH2:9][CH2:8][CH2:7]5)=[CH:3][C:2]([Cl:1])=[CH:15][CH:14]=4)=[CH:45][CH:44]=[CH:43][CH:42]=3)[CH:38]=[CH:37][CH:36]=1. (4) Given the reactants C1(S([CH:10]2[CH:15](S(C3C=CC=CC=3)(=O)=O)[CH:14]3[CH2:25][CH2:26][CH:11]2[CH:12]=[CH:13]3)(=O)=O)C=CC=CC=1.[N+:27]([CH2:29][C:30]([O:32][CH2:33][CH3:34])=[O:31])#[C-:28].CC(C)([O-])C.[K+].Cl, predict the reaction product. The product is: [CH2:33]([O:32][C:30]([C:29]1[NH:27][CH:28]=[C:15]2[C:10]=1[CH:11]1[CH2:26][CH2:25][CH:14]2[CH:13]=[CH:12]1)=[O:31])[CH3:34]. (5) Given the reactants [C:1]([C:6]1[C:14]([CH3:15])=[CH:13][CH:12]=[CH:11][C:7]=1[C:8]([OH:10])=O)(=[O:5])[CH:2]([CH3:4])[CH3:3].[CH2:16]([O:18][C:19]([C:21]1([NH2:30])[CH2:29][C:28]2[C:23](=[CH:24][CH:25]=[CH:26][CH:27]=2)[CH2:22]1)=[O:20])[CH3:17].CN(C(ON1N=NC2C=CC=NC1=2)=[N+](C)C)C.F[P-](F)(F)(F)(F)F.CCN(C(C)C)C(C)C, predict the reaction product. The product is: [CH2:16]([O:18][C:19]([C:21]1([NH:30][C:8](=[O:10])[C:7]2[CH:11]=[CH:12][CH:13]=[C:14]([CH3:15])[C:6]=2[C:1](=[O:5])[CH:2]([CH3:3])[CH3:4])[CH2:29][C:28]2[C:23](=[CH:24][CH:25]=[CH:26][CH:27]=2)[CH2:22]1)=[O:20])[CH3:17]. (6) Given the reactants C(NC1CCCCC1)(C)C.C([Li])CCC.[CH2:16]([O:18][C:19](=[O:31])[CH2:20][C:21]1[CH:26]=[C:25]([O:27][CH3:28])[CH:24]=[CH:23][C:22]=1[O:29][CH3:30])[CH3:17].[Cl:32][C:33]1[N:38]=[C:37]([Cl:39])[C:36]([CH2:40]I)=[CH:35][N:34]=1, predict the reaction product. The product is: [CH2:16]([O:18][C:19](=[O:31])[CH:20]([C:21]1[CH:26]=[C:25]([O:27][CH3:28])[CH:24]=[CH:23][C:22]=1[O:29][CH3:30])[CH2:40][C:36]1[C:37]([Cl:39])=[N:38][C:33]([Cl:32])=[N:34][CH:35]=1)[CH3:17]. (7) Given the reactants Cl[C:2]1[N:3]=[N:4][C:5]([Cl:14])=[CH:6][C:7]=1[N:8]1[CH2:13][CH2:12][NH:11][CH2:10][CH2:9]1.[CH3:15][NH:16][CH3:17], predict the reaction product. The product is: [Cl:14][C:5]1[N:4]=[N:3][C:2]([N:16]([CH3:17])[CH3:15])=[C:7]([N:8]2[CH2:13][CH2:12][NH:11][CH2:10][CH2:9]2)[CH:6]=1. (8) Given the reactants [CH3:1][C:2]1([CH3:25])[CH2:7][N:6]([S:8]([C:11]2[C:16]([CH3:17])=[CH:15][C:14]([CH3:18])=[CH:13][C:12]=2[CH3:19])(=[O:10])=[O:9])[CH:5]([CH2:20][C:21](O)=[O:22])[C:4](=[O:24])[NH:3]1.[CH:26]1([NH2:33])[CH2:32][CH2:31][CH2:30][CH2:29][CH2:28][CH2:27]1.C(Cl)CCl.CCOC(C)=O, predict the reaction product. The product is: [CH:26]1([NH:33][C:21](=[O:22])[CH2:20][CH:5]2[C:4](=[O:24])[NH:3][C:2]([CH3:1])([CH3:25])[CH2:7][N:6]2[S:8]([C:11]2[C:16]([CH3:17])=[CH:15][C:14]([CH3:18])=[CH:13][C:12]=2[CH3:19])(=[O:9])=[O:10])[CH2:32][CH2:31][CH2:30][CH2:29][CH2:28][CH2:27]1.